From a dataset of Forward reaction prediction with 1.9M reactions from USPTO patents (1976-2016). Predict the product of the given reaction. Given the reactants [C:1]([C:3]1[CH:8]=[CH:7][C:6]([CH2:9][CH2:10][N:11]2[C:19](=[O:20])[CH:18]3[CH:13]([CH2:14][CH:15]=[CH:16][CH:17]3[NH:21]C(=O)OC(C)(C)C)[C:12]2=[O:29])=[CH:5][CH:4]=1)#[N:2].FC(F)(F)C(O)=O, predict the reaction product. The product is: [NH2:21][CH:17]1[CH:16]=[CH:15][CH2:14][CH:13]2[CH:18]1[C:19](=[O:20])[N:11]([CH2:10][CH2:9][C:6]1[CH:5]=[CH:4][C:3]([C:1]#[N:2])=[CH:8][CH:7]=1)[C:12]2=[O:29].